Dataset: CYP2C9 inhibition data for predicting drug metabolism from PubChem BioAssay. Task: Regression/Classification. Given a drug SMILES string, predict its absorption, distribution, metabolism, or excretion properties. Task type varies by dataset: regression for continuous measurements (e.g., permeability, clearance, half-life) or binary classification for categorical outcomes (e.g., BBB penetration, CYP inhibition). Dataset: cyp2c9_veith. The drug is O=C1[C@H]2CC[C@@H]3/C(=N\OCc4ccccc4)C[C@@H](O)[C@@H](O)[C@@H]3[C@@H]2C(=O)N1c1cccc(Oc2ccccc2)c1. The result is 0 (non-inhibitor).